This data is from Forward reaction prediction with 1.9M reactions from USPTO patents (1976-2016). The task is: Predict the product of the given reaction. (1) The product is: [CH3:6][C:2]([C:7]1[CH:8]=[CH:9][C:10]([OH:13])=[CH:11][CH:12]=1)([CH3:1])[C:3]([OH:5])=[O:4]. Given the reactants [CH3:1][C:2]([C:7]1[CH:12]=[CH:11][C:10]([O:13]C)=[CH:9][CH:8]=1)([CH3:6])[C:3]([OH:5])=[O:4].Cl.[OH-].[Na+], predict the reaction product. (2) Given the reactants [N+](C(C)C)([O-])=[O:2].C(O)C.[O-]CC.[Na+].[Br:14][C:15]1[N:24]([CH2:25][O:26][CH2:27][CH2:28][Si:29]([CH3:32])([CH3:31])[CH3:30])[C:18]2[CH:19]=[N:20][NH:21][C:22](=[O:23])[C:17]=2[C:16]=1[CH2:33]Br, predict the reaction product. The product is: [Br:14][C:15]1[N:24]([CH2:25][O:26][CH2:27][CH2:28][Si:29]([CH3:32])([CH3:31])[CH3:30])[C:18]2[CH:19]=[N:20][NH:21][C:22](=[O:23])[C:17]=2[C:16]=1[CH:33]=[O:2]. (3) Given the reactants Cl.C([O:4][CH:5](OCC)[C:6]1[CH:11]=[CH:10][C:9]([CH:12]=[C:13]([F:15])[F:14])=[CH:8][CH:7]=1)C, predict the reaction product. The product is: [F:14][C:13]([F:15])=[CH:12][C:9]1[CH:10]=[CH:11][C:6]([CH:5]=[O:4])=[CH:7][CH:8]=1. (4) Given the reactants [C:1]1([C:27]2[CH:32]=[CH:31][CH:30]=[CH:29][CH:28]=2)[CH:6]=[CH:5][C:4]([CH2:7][C@@H:8]([NH:17][C:18]([C:20]2[S:24][C:23]([O:25]C)=[N:22][CH:21]=2)=[O:19])[CH2:9][C@@H:10]([CH3:16])[C:11]([O:13][CH2:14][CH3:15])=[O:12])=[CH:3][CH:2]=1.Cl, predict the reaction product. The product is: [C:1]1([C:27]2[CH:32]=[CH:31][CH:30]=[CH:29][CH:28]=2)[CH:6]=[CH:5][C:4]([CH2:7][C@@H:8]([NH:17][C:18]([C:20]2[S:24][C:23](=[O:25])[NH:22][CH:21]=2)=[O:19])[CH2:9][C@@H:10]([CH3:16])[C:11]([O:13][CH2:14][CH3:15])=[O:12])=[CH:3][CH:2]=1. (5) Given the reactants [S:1](=[O:26])(=[O:25])([O:3][CH2:4][C@@H:5]1[C@@H:12]2[C@@H:8]([O:9]C(C)(C)[O:11]2)[C@H:7]([C:15]2[C:19]3[N:20]=[CH:21][N:22]=[C:23]([NH2:24])[C:18]=3[NH:17][N:16]=2)[O:6]1)[NH2:2], predict the reaction product. The product is: [S:1](=[O:26])(=[O:25])([O:3][CH2:4][C@@H:5]1[C@@H:12]([OH:11])[C@@H:8]([OH:9])[C@H:7]([C:15]2[C:19]3[N:20]=[CH:21][N:22]=[C:23]([NH2:24])[C:18]=3[NH:17][N:16]=2)[O:6]1)[NH2:2]. (6) Given the reactants [NH2:1][C:2]1[N:7]=[CH:6][C:5]([C:8]2[C:13]([F:14])=[CH:12][C:11]([C:15]3[C:16]([SH:21])=[CH:17][CH:18]=[CH:19][CH:20]=3)=[CH:10][CH:9]=2)=[CH:4][N:3]=1.Cl[C:23]1[N:28]=[CH:27][CH:26]=[CH:25][N:24]=1.C1C=CC(P(C2C=CC=CC=2)C2C=CC=CC=2)=CC=1, predict the reaction product. The product is: [F:14][C:13]1[CH:12]=[C:11]([C:15]2[C:16]([S:21][C:23]3[N:28]=[CH:27][CH:26]=[CH:25][N:24]=3)=[CH:17][CH:18]=[CH:19][CH:20]=2)[CH:10]=[CH:9][C:8]=1[C:5]1[CH:6]=[N:7][C:2]([NH2:1])=[N:3][CH:4]=1. (7) Given the reactants [CH2:1]([C:3]1[C:8]([C:9]([OH:11])=O)=[CH:7][N:6]=[C:5]([S:12][CH3:13])[N:4]=1)[CH3:2].CN(C)C=O.C(Cl)(=O)C(Cl)=O.[CH3:25][N:26]1[C:30]([CH3:31])=[C:29]([NH2:32])[C:28]([CH3:33])=[N:27]1, predict the reaction product. The product is: [CH2:1]([C:3]1[C:8]([C:9]([NH:32][C:29]2[C:28]([CH3:33])=[N:27][N:26]([CH3:25])[C:30]=2[CH3:31])=[O:11])=[CH:7][N:6]=[C:5]([S:12][CH3:13])[N:4]=1)[CH3:2].